This data is from Reaction yield outcomes from USPTO patents with 853,638 reactions. The task is: Predict the reaction yield, written as a fraction of the theoretical maximum amount of product (1.0 means a 100% yield; for example, 0.34 means a 34% yield). The reactants are [Cl:1][C:2]1[C:3](Cl)=[N:4][CH:5]=[C:6]([CH:32]=1)[C:7]([NH:9][C@H:10]([CH:29]([CH3:31])[CH3:30])[C:11]([N:13]1[CH2:18][CH2:17][C@@:16]([C:20]2[CH:25]=[CH:24][C:23]([Cl:26])=[CH:22][CH:21]=2)([OH:19])[C:15]([CH3:28])([CH3:27])[CH2:14]1)=[O:12])=[O:8].[C:34]1([O-:40])[CH:39]=[CH:38][CH:37]=[CH:36][CH:35]=1.[Na+]. The catalyst is CN(C=O)C. The product is [Cl:1][C:2]1[C:3]([O:40][C:34]2[CH:39]=[CH:38][CH:37]=[CH:36][CH:35]=2)=[N:4][CH:5]=[C:6]([CH:32]=1)[C:7]([NH:9][C@H:10]([CH:29]([CH3:30])[CH3:31])[C:11]([N:13]1[CH2:18][CH2:17][C@@:16]([C:20]2[CH:25]=[CH:24][C:23]([Cl:26])=[CH:22][CH:21]=2)([OH:19])[C:15]([CH3:28])([CH3:27])[CH2:14]1)=[O:12])=[O:8]. The yield is 0.352.